This data is from Peptide-MHC class II binding affinity with 134,281 pairs from IEDB. The task is: Regression. Given a peptide amino acid sequence and an MHC pseudo amino acid sequence, predict their binding affinity value. This is MHC class II binding data. (1) The MHC is DRB1_0101 with pseudo-sequence DRB1_0101. The peptide sequence is YDWFLANVSTVLTGK. The binding affinity (normalized) is 0.923. (2) The peptide sequence is EKKYPAATQFEPLAA. The MHC is HLA-DQA10301-DQB10302 with pseudo-sequence HLA-DQA10301-DQB10302. The binding affinity (normalized) is 0.295. (3) The peptide sequence is YVENGLISRVLDGLV. The binding affinity (normalized) is 0.436. The MHC is HLA-DQA10401-DQB10402 with pseudo-sequence HLA-DQA10401-DQB10402. (4) The peptide sequence is GNEPMYAQVRKPKSR. The MHC is DRB4_0101 with pseudo-sequence DRB4_0103. The binding affinity (normalized) is 0.237. (5) The peptide sequence is KKAGLVGVLAGLAFQEMD. The MHC is DRB1_1301 with pseudo-sequence DRB1_1301. The binding affinity (normalized) is 0.650. (6) The peptide sequence is ARVYEIKCRYKYLRK. The MHC is DRB1_1302 with pseudo-sequence DRB1_1302. The binding affinity (normalized) is 0.304. (7) The peptide sequence is AWATAGTTVYGAFAA. The MHC is HLA-DPA10103-DPB10601 with pseudo-sequence HLA-DPA10103-DPB10601. The binding affinity (normalized) is 0.0571.